From a dataset of Catalyst prediction with 721,799 reactions and 888 catalyst types from USPTO. Predict which catalyst facilitates the given reaction. Reactant: CN(C=O)C.[CH2:6]([Cl:8])Cl.C(Cl)(=O)C(Cl)=O.[N:15]1[C:20]2[S:21][CH:22]=[CH:23][C:19]=2C(=O)[NH:17][CH:16]=1. Product: [Cl:8][C:6]1[C:19]2[CH:23]=[CH:22][S:21][C:20]=2[N:15]=[CH:16][N:17]=1. The catalyst class is: 6.